This data is from Forward reaction prediction with 1.9M reactions from USPTO patents (1976-2016). The task is: Predict the product of the given reaction. Given the reactants Cl[C:2]1[N:3]=[CH:4][C:5]([CH2:8][C:9]#[N:10])=[N:6][CH:7]=1.[H-].[Na+].Br[CH2:14][CH2:15]Cl.[CH3:17][OH:18], predict the reaction product. The product is: [CH3:17][O:18][C:2]1[N:3]=[CH:4][C:5]([C:8]2([C:9]#[N:10])[CH2:15][CH2:14]2)=[N:6][CH:7]=1.